This data is from NCI-60 drug combinations with 297,098 pairs across 59 cell lines. The task is: Regression. Given two drug SMILES strings and cell line genomic features, predict the synergy score measuring deviation from expected non-interaction effect. (1) Drug 1: C1=CC(=CC=C1CCC2=CNC3=C2C(=O)NC(=N3)N)C(=O)NC(CCC(=O)O)C(=O)O. Drug 2: C1=NC(=NC(=O)N1C2C(C(C(O2)CO)O)O)N. Cell line: NCI-H460. Synergy scores: CSS=45.3, Synergy_ZIP=-7.15, Synergy_Bliss=-6.91, Synergy_Loewe=-10.1, Synergy_HSA=-3.43. (2) Drug 1: C1CCC(CC1)NC(=O)N(CCCl)N=O. Drug 2: CC(C)CN1C=NC2=C1C3=CC=CC=C3N=C2N. Cell line: HL-60(TB). Synergy scores: CSS=35.5, Synergy_ZIP=8.54, Synergy_Bliss=9.27, Synergy_Loewe=7.22, Synergy_HSA=7.96. (3) Drug 1: CCC1=C2CN3C(=CC4=C(C3=O)COC(=O)C4(CC)O)C2=NC5=C1C=C(C=C5)O. Drug 2: C1C(C(OC1N2C=NC3=C2NC=NCC3O)CO)O. Cell line: T-47D. Synergy scores: CSS=40.4, Synergy_ZIP=-0.600, Synergy_Bliss=0.525, Synergy_Loewe=-63.5, Synergy_HSA=1.28. (4) Drug 1: C1=NNC2=C1C(=O)NC=N2. Drug 2: C(CCl)NC(=O)N(CCCl)N=O. Cell line: MCF7. Synergy scores: CSS=3.63, Synergy_ZIP=-1.03, Synergy_Bliss=-1.08, Synergy_Loewe=0.625, Synergy_HSA=-0.0926. (5) Drug 1: C1=NC2=C(N=C(N=C2N1C3C(C(C(O3)CO)O)F)Cl)N. Drug 2: C1=NNC2=C1C(=O)NC=N2. Cell line: CCRF-CEM. Synergy scores: CSS=55.0, Synergy_ZIP=-4.81, Synergy_Bliss=-8.57, Synergy_Loewe=-11.6, Synergy_HSA=-11.2. (6) Drug 1: CC1=C2C(C(=O)C3(C(CC4C(C3C(C(C2(C)C)(CC1OC(=O)C(C(C5=CC=CC=C5)NC(=O)OC(C)(C)C)O)O)OC(=O)C6=CC=CC=C6)(CO4)OC(=O)C)O)C)O. Drug 2: C1=NNC2=C1C(=O)NC=N2. Cell line: DU-145. Synergy scores: CSS=17.4, Synergy_ZIP=2.01, Synergy_Bliss=-0.161, Synergy_Loewe=-69.4, Synergy_HSA=-2.39.